Dataset: Peptide-MHC class I binding affinity with 185,985 pairs from IEDB/IMGT. Task: Regression. Given a peptide amino acid sequence and an MHC pseudo amino acid sequence, predict their binding affinity value. This is MHC class I binding data. (1) The peptide sequence is ACREQQLPV. The MHC is HLA-B27:05 with pseudo-sequence HLA-B27:05. The binding affinity (normalized) is 0.0847. (2) The peptide sequence is SLETENSAL. The MHC is HLA-A02:01 with pseudo-sequence HLA-A02:01. The binding affinity (normalized) is 0.395. (3) The peptide sequence is LLTHGADPNA. The MHC is HLA-A02:02 with pseudo-sequence HLA-A02:02. The binding affinity (normalized) is 0.152. (4) The binding affinity (normalized) is 0.363. The MHC is HLA-A68:01 with pseudo-sequence HLA-A68:01. The peptide sequence is FLLNKEMYLK. (5) The peptide sequence is CRIPVIVAD. The MHC is H-2-Kb with pseudo-sequence H-2-Kb. The binding affinity (normalized) is 0. (6) The peptide sequence is YLALGVFLLIV. The MHC is HLA-A02:01 with pseudo-sequence HLA-A02:01. The binding affinity (normalized) is 0.648. (7) The peptide sequence is GITRPTTLV. The MHC is HLA-A02:03 with pseudo-sequence HLA-A02:03. The binding affinity (normalized) is 0.348. (8) The peptide sequence is KLADMSIYC. The MHC is HLA-A69:01 with pseudo-sequence HLA-A69:01. The binding affinity (normalized) is 0.0847. (9) The peptide sequence is VTTQRQSVY. The MHC is HLA-B14:02 with pseudo-sequence HLA-B14:02. The binding affinity (normalized) is 0.0847.